This data is from NCI-60 drug combinations with 297,098 pairs across 59 cell lines. The task is: Regression. Given two drug SMILES strings and cell line genomic features, predict the synergy score measuring deviation from expected non-interaction effect. (1) Drug 1: CCCS(=O)(=O)NC1=C(C(=C(C=C1)F)C(=O)C2=CNC3=C2C=C(C=N3)C4=CC=C(C=C4)Cl)F. Drug 2: CN1C2=C(C=C(C=C2)N(CCCl)CCCl)N=C1CCCC(=O)O.Cl. Cell line: NCI-H226. Synergy scores: CSS=6.42, Synergy_ZIP=-1.04, Synergy_Bliss=2.11, Synergy_Loewe=-0.0673, Synergy_HSA=0.406. (2) Drug 1: C1CCN(CC1)CCOC2=CC=C(C=C2)C(=O)C3=C(SC4=C3C=CC(=C4)O)C5=CC=C(C=C5)O. Drug 2: CC1=C(C(CCC1)(C)C)C=CC(=CC=CC(=CC(=O)O)C)C. Cell line: HCT116. Synergy scores: CSS=-0.898, Synergy_ZIP=3.34, Synergy_Bliss=3.84, Synergy_Loewe=-0.0976, Synergy_HSA=-1.39. (3) Drug 1: C1=NC2=C(N1)C(=S)N=C(N2)N. Drug 2: C1=NC2=C(N=C(N=C2N1C3C(C(C(O3)CO)O)O)F)N. Cell line: CCRF-CEM. Synergy scores: CSS=50.0, Synergy_ZIP=-4.73, Synergy_Bliss=-7.42, Synergy_Loewe=-9.81, Synergy_HSA=-5.63. (4) Drug 1: CC1C(C(CC(O1)OC2CC(CC3=C2C(=C4C(=C3O)C(=O)C5=C(C4=O)C(=CC=C5)OC)O)(C(=O)C)O)N)O.Cl. Drug 2: B(C(CC(C)C)NC(=O)C(CC1=CC=CC=C1)NC(=O)C2=NC=CN=C2)(O)O. Cell line: SNB-75. Synergy scores: CSS=7.17, Synergy_ZIP=-1.18, Synergy_Bliss=0.799, Synergy_Loewe=0.115, Synergy_HSA=0.317. (5) Drug 1: COC1=NC(=NC2=C1N=CN2C3C(C(C(O3)CO)O)O)N. Drug 2: C1CC(=O)NC(=O)C1N2C(=O)C3=CC=CC=C3C2=O. Cell line: IGROV1. Synergy scores: CSS=-6.78, Synergy_ZIP=4.87, Synergy_Bliss=2.45, Synergy_Loewe=-6.05, Synergy_HSA=-5.48. (6) Drug 1: C#CCC(CC1=CN=C2C(=N1)C(=NC(=N2)N)N)C3=CC=C(C=C3)C(=O)NC(CCC(=O)O)C(=O)O. Drug 2: C1=NC2=C(N1)C(=S)N=CN2. Cell line: SK-OV-3. Synergy scores: CSS=21.9, Synergy_ZIP=0.477, Synergy_Bliss=3.97, Synergy_Loewe=-0.0385, Synergy_HSA=-0.0300. (7) Drug 1: CC1=C(C=C(C=C1)NC2=NC=CC(=N2)N(C)C3=CC4=NN(C(=C4C=C3)C)C)S(=O)(=O)N.Cl. Drug 2: CCN(CC)CCNC(=O)C1=C(NC(=C1C)C=C2C3=C(C=CC(=C3)F)NC2=O)C. Cell line: K-562. Synergy scores: CSS=4.37, Synergy_ZIP=-3.01, Synergy_Bliss=-7.92, Synergy_Loewe=-9.09, Synergy_HSA=-9.45. (8) Drug 1: C1=CC=C(C=C1)NC(=O)CCCCCCC(=O)NO. Drug 2: C1=NNC2=C1C(=O)NC=N2. Cell line: M14. Synergy scores: CSS=-4.64, Synergy_ZIP=-0.196, Synergy_Bliss=-1.26, Synergy_Loewe=-5.31, Synergy_HSA=-4.15.